From a dataset of Forward reaction prediction with 1.9M reactions from USPTO patents (1976-2016). Predict the product of the given reaction. (1) Given the reactants [C:1]1([NH2:8])[CH:6]=[CH:5][CH:4]=[CH:3][C:2]=1[NH2:7].[CH:9]1([N:17]2[CH2:22][CH2:21][C:20](=O)[CH2:19][CH2:18]2)[CH2:16][CH2:15][CH2:14][CH2:13][CH2:12][CH2:11][CH2:10]1.C(O)(=O)C.[H-].[Al+3].[Li+].[H-].[H-].[H-], predict the reaction product. The product is: [CH:9]1([N:17]2[CH2:22][CH2:21][CH:20]([NH:7][C:2]3[C:1]([NH2:8])=[CH:6][CH:5]=[CH:4][CH:3]=3)[CH2:19][CH2:18]2)[CH2:16][CH2:15][CH2:14][CH2:13][CH2:12][CH2:11][CH2:10]1. (2) Given the reactants [CH3:1][C:2]([O:5][C:6]([NH:8][C:9]([O:11][C:12]([CH3:15])([CH3:14])[CH3:13])=[O:10])=[O:7])([CH3:4])[CH3:3].CC(C)([O-])C.[K+].I[CH2:23][CH2:24][O:25][CH2:26][CH2:27][O:28][CH2:29][CH2:30][O:31][C:32]1[CH:37]=[CH:36][C:35]([C:38](=[O:42])[CH2:39][CH2:40][CH3:41])=[CH:34][CH:33]=1.C(OCC)(=O)C, predict the reaction product. The product is: [C:38]([C:35]1[CH:36]=[CH:37][C:32]([O:31][CH2:30][CH2:29][O:28][CH2:27][CH2:26][O:25][CH2:24][CH2:23][N:8]([C:9]([O:11][C:12]([CH3:15])([CH3:14])[CH3:13])=[O:10])[C:6]([O:5][C:2]([CH3:1])([CH3:3])[CH3:4])=[O:7])=[CH:33][CH:34]=1)(=[O:42])[CH2:39][CH2:40][CH3:41]. (3) The product is: [NH:1]1[C:9]2[C:4](=[CH:5][C:6]([NH:10][C:11]3[C:12]4[C:19]5[CH2:20][CH2:21][CH:22]([C:24]([NH2:29])=[O:25])[CH2:23][C:18]=5[S:17][C:13]=4[N:14]=[CH:15][N:16]=3)=[CH:7][CH:8]=2)[CH:3]=[N:2]1. Given the reactants [NH:1]1[C:9]2[C:4](=[CH:5][C:6]([NH:10][C:11]3[C:12]4[C:19]5[CH2:20][CH2:21][CH:22]([C:24](O)=[O:25])[CH2:23][C:18]=5[S:17][C:13]=4[N:14]=[CH:15][N:16]=3)=[CH:7][CH:8]=2)[CH:3]=[N:2]1.C([NH2:29])=O.[O-]CC.[Na+], predict the reaction product. (4) Given the reactants C1C(=O)N([Br:8])C(=O)C1.[Cl:9][C:10]1[CH:15]=[CH:14][N:13]=[C:12]([NH:16][C:17](=[O:22])[C:18]([CH3:21])([CH3:20])[CH3:19])[CH:11]=1, predict the reaction product. The product is: [Br:8][C:15]1[C:10]([Cl:9])=[CH:11][C:12]([NH:16][C:17](=[O:22])[C:18]([CH3:19])([CH3:21])[CH3:20])=[N:13][CH:14]=1. (5) Given the reactants [CH2:1]([O:8][C:9]1[CH:18]=[C:17]2[C:12]([CH:13]([C:19]([OH:21])=O)[CH2:14][CH2:15][O:16]2)=[CH:11][CH:10]=1)[C:2]1[CH:7]=[CH:6][CH:5]=[CH:4][CH:3]=1.[CH3:22][N:23]([CH3:41])[C:24]1[CH:29]=[CH:28][C:27]([CH2:30][NH:31][C:32]2[CH:37]=[CH:36][C:35]([CH:38]([CH3:40])[CH3:39])=[CH:34][CH:33]=2)=[CH:26][CH:25]=1, predict the reaction product. The product is: [CH2:1]([O:8][C:9]1[CH:18]=[C:17]2[C:12]([CH:13]([C:19]([N:31]([CH2:30][C:27]3[CH:26]=[CH:25][C:24]([N:23]([CH3:41])[CH3:22])=[CH:29][CH:28]=3)[C:32]3[CH:33]=[CH:34][C:35]([CH:38]([CH3:40])[CH3:39])=[CH:36][CH:37]=3)=[O:21])[CH2:14][CH2:15][O:16]2)=[CH:11][CH:10]=1)[C:2]1[CH:3]=[CH:4][CH:5]=[CH:6][CH:7]=1. (6) Given the reactants [N:1]([C@@H:4]([C@H:46]1[CH2:50][CH2:49][O:48][CH2:47]1)[C:5]([NH:7][C@@H:8]([CH2:39][C:40]1[CH:45]=[CH:44][CH:43]=[CH:42][CH:41]=1)[C@@H:9]([OH:38])[CH2:10][C@@H:11]([NH:25][C:26](=[O:37])[C@H:27]([C:33]([CH3:36])([CH3:35])[CH3:34])[NH:28]C(OC)=O)[CH2:12][C:13]1[CH:18]=[CH:17][C:16]([C:19]2[CH:24]=[CH:23][CH:22]=[CH:21][N:20]=2)=[CH:15][CH:14]=1)=[O:6])=[N+]=[N-].N1C=CC=CC=1.Cl[C:58]([O:60][CH3:61])=[O:59], predict the reaction product. The product is: [CH3:61][O:60][C:58](=[O:59])[NH:1][C@@H:4]([C@H:46]1[CH2:50][CH2:49][O:48][CH2:47]1)[C:5](=[O:6])[NH:7][C@@H:8]([CH2:39][C:40]1[CH:45]=[CH:44][CH:43]=[CH:42][CH:41]=1)[C@@H:9]([OH:38])[CH2:10][C@H:11]([CH2:12][C:13]1[CH:18]=[CH:17][C:16]([C:19]2[CH:24]=[CH:23][CH:22]=[CH:21][N:20]=2)=[CH:15][CH:14]=1)[NH:25][C:26](=[O:37])[C@H:27]([C:33]([CH3:34])([CH3:35])[CH3:36])[NH:28][C:58](=[O:59])[O:60][CH3:61].